Dataset: Full USPTO retrosynthesis dataset with 1.9M reactions from patents (1976-2016). Task: Predict the reactants needed to synthesize the given product. (1) Given the product [CH3:31][C:29]1[CH:30]=[C:25]2[N:24]([CH:32]([CH3:33])[CH3:34])[C:23](=[O:35])[N:22]([C:19]3[CH:18]=[CH:17][C:16]([O:15][C:3]4[N:2]([CH3:1])[C:6]5=[N:7][CH:8]=[CH:9][CH:10]=[C:5]5[N:4]=4)=[CH:21][CH:20]=3)[C:26]2=[N:27][CH:28]=1, predict the reactants needed to synthesize it. The reactants are: [CH3:1][N:2]1[C:6]2=[N:7][CH:8]=[CH:9][CH:10]=[C:5]2[N:4]=[C:3]1S(C)(=O)=O.[OH:15][C:16]1[CH:21]=[CH:20][C:19]([N:22]2[C:26]3=[N:27][CH:28]=[C:29]([CH3:31])[CH:30]=[C:25]3[N:24]([CH:32]([CH3:34])[CH3:33])[C:23]2=[O:35])=[CH:18][CH:17]=1.[H-].[Na+].O. (2) Given the product [Cl:15][C:14]1[C:9]([O:8][CH2:7][C:6]([OH:5])=[O:25])=[CH:10][CH:11]=[C:12]([S:16](=[O:18])(=[O:17])[N:27]([CH3:28])[CH3:26])[N:13]=1, predict the reactants needed to synthesize it. The reactants are: C([O:5][C:6](=[O:25])[CH2:7][O:8][C:9]1[CH:10]=[CH:11][C:12]([S:16](CCC(OC)=O)(=[O:18])=[O:17])=[N:13][C:14]=1[Cl:15])(C)(C)C.[CH3:26][NH:27][CH3:28]. (3) Given the product [Cl:22][C:23]1[CH:24]=[C:25]([N:30]2[CH2:35][CH2:34][N:33]([C:10]([C:9]3[CH:13]=[C:14]([S:17]([CH3:20])(=[O:19])=[O:18])[CH:15]=[CH:16][C:8]=3[N:5]3[CH2:4][CH2:3][C:2]([CH3:21])([CH3:1])[CH2:7][CH2:6]3)=[O:11])[CH2:32][CH2:31]2)[CH:26]=[CH:27][C:28]=1[Cl:29], predict the reactants needed to synthesize it. The reactants are: [CH3:1][C:2]1([CH3:21])[CH2:7][CH2:6][N:5]([C:8]2[CH:16]=[CH:15][C:14]([S:17]([CH3:20])(=[O:19])=[O:18])=[CH:13][C:9]=2[C:10](O)=[O:11])[CH2:4][CH2:3]1.[Cl:22][C:23]1[CH:24]=[C:25]([N:30]2[CH2:35][CH2:34][NH:33][CH2:32][CH2:31]2)[CH:26]=[CH:27][C:28]=1[Cl:29]. (4) Given the product [CH2:10]([CH:5]1[NH:6][C:2]([CH3:7])([CH3:1])[CH2:3][CH2:4]1)[CH:9]=[CH2:8], predict the reactants needed to synthesize it. The reactants are: [CH3:1][C:2]1([CH3:7])[N:6]=[CH:5][CH2:4][CH2:3]1.[CH2:8]([Mg]Br)[CH:9]=[CH2:10].C(OCC)C. (5) Given the product [CH3:6][O:7][C:8](=[O:20])[C:9]1[CH:14]=[C:13]([S:15]([CH3:18])(=[O:17])=[O:16])[N:12]=[C:11]([NH:5][CH:1]2[CH2:4][CH2:3][CH2:2]2)[CH:10]=1, predict the reactants needed to synthesize it. The reactants are: [CH:1]1([NH2:5])[CH2:4][CH2:3][CH2:2]1.[CH3:6][O:7][C:8](=[O:20])[C:9]1[CH:14]=[C:13]([S:15]([CH3:18])(=[O:17])=[O:16])[N:12]=[C:11](Cl)[CH:10]=1.C1(P(C2C=CC=CC=2)C2C=CC3C(=CC=CC=3)C=2C2C3C(=CC=CC=3)C=CC=2P(C2C=CC=CC=2)C2C=CC=CC=2)C=CC=CC=1.C(=O)([O-])[O-].[Cs+].[Cs+].